From a dataset of Catalyst prediction with 721,799 reactions and 888 catalyst types from USPTO. Predict which catalyst facilitates the given reaction. (1) Reactant: [CH3:1][O:2][C:3]1[CH:4]=[C:5]([CH2:11][C:12]#[N:13])[CH:6]=[CH:7][C:8]=1[O:9][CH3:10].[O:14]=[C:15]1[CH2:19][CH2:18][CH2:17][N:16]1[CH2:20][C:21](OC)=[O:22].[O-]CC.[Na+]. Product: [CH3:1][O:2][C:3]1[CH:4]=[C:5]([CH:11]([C:21](=[O:22])[CH2:20][N:16]2[CH2:17][CH2:18][CH2:19][C:15]2=[O:14])[C:12]#[N:13])[CH:6]=[CH:7][C:8]=1[O:9][CH3:10]. The catalyst class is: 8. (2) Reactant: C(P(=O)(OCC)OCC)#N.[Cl:11][C:12]1[CH:13]=[CH:14][C:15]2[N:21]([CH2:22][C:23]([CH3:26])([CH3:25])[CH3:24])[C:20](=[O:27])[C@@H:19]([CH2:28][C:29](O)=[O:30])[O:18][C@H:17]([C:32]3[CH:37]=[CH:36][CH:35]=[C:34]([O:38][CH3:39])[C:33]=3[O:40][CH3:41])[C:16]=2[CH:42]=1.Cl.[NH2:44][CH2:45][CH2:46][CH2:47][C:48]([O:50][CH3:51])=[O:49].C(N(CC)CC)C. Product: [Cl:11][C:12]1[CH:13]=[CH:14][C:15]2[N:21]([CH2:22][C:23]([CH3:25])([CH3:24])[CH3:26])[C:20](=[O:27])[C@@H:19]([CH2:28][C:29]([NH:44][CH2:45][CH2:46][CH2:47][C:48]([O:50][CH3:51])=[O:49])=[O:30])[O:18][C@H:17]([C:32]3[CH:37]=[CH:36][CH:35]=[C:34]([O:38][CH3:39])[C:33]=3[O:40][CH3:41])[C:16]=2[CH:42]=1. The catalyst class is: 42. (3) Reactant: [CH3:1][O:2][C:3]1[CH:4]=[C:5]([CH:10]=[CH:11][C:12]=1[O:13][CH2:14][CH2:15][O:16][CH3:17])[C:6]([O:8][CH3:9])=[O:7].[N+:18]([O-])([OH:20])=[O:19]. Product: [CH3:1][O:2][C:3]1[C:12]([O:13][CH2:14][CH2:15][O:16][CH3:17])=[CH:11][C:10]([N+:18]([O-:20])=[O:19])=[C:5]([CH:4]=1)[C:6]([O:8][CH3:9])=[O:7]. The catalyst class is: 52. (4) Reactant: [CH2:1]([C:8]1[CH:13]=[C:12](Cl)[N:11]=[C:10]([Cl:15])[N:9]=1)[C:2]1[CH:7]=[CH:6][CH:5]=[CH:4][CH:3]=1.Cl.[CH3:17][O:18][C:19](=[O:22])[CH2:20][NH2:21].C(N(CC)CC)C. Product: [CH3:17][O:18][C:19](=[O:22])[CH2:20][NH:21][C:12]1[CH:13]=[C:8]([CH2:1][C:2]2[CH:7]=[CH:6][CH:5]=[CH:4][CH:3]=2)[N:9]=[C:10]([Cl:15])[N:11]=1. The catalyst class is: 18. (5) Reactant: [CH3:1][C:2]([O:5][C:6]([N:8]1[CH2:14][CH2:13][C:12]2[CH:15]=[CH:16][C:17]([O:19][C:20]3[N:25]=[CH:24][C:23]([C:26]([OH:28])=O)=[CH:22][CH:21]=3)=[CH:18][C:11]=2[CH2:10][CH2:9]1)=[O:7])([CH3:4])[CH3:3].O=C(N1C=CN=C1)N1C=CN=C1.O[NH:42][C:43](=[NH:45])[CH3:44]. Product: [CH3:44][C:43]1[N:45]=[C:26]([C:23]2[CH:22]=[CH:21][C:20]([O:19][C:17]3[CH:16]=[CH:15][C:12]4[CH2:13][CH2:14][N:8]([C:6]([O:5][C:2]([CH3:1])([CH3:4])[CH3:3])=[O:7])[CH2:9][CH2:10][C:11]=4[CH:18]=3)=[N:25][CH:24]=2)[O:28][N:42]=1. The catalyst class is: 54.